Dataset: Forward reaction prediction with 1.9M reactions from USPTO patents (1976-2016). Task: Predict the product of the given reaction. (1) Given the reactants [OH:1][CH:2]1[CH2:7][CH2:6][CH2:5][C:4]([C:8]2[S:12][C:11]([C:13]([OH:15])=[O:14])=[C:10]([N:16]([C:30]([C@H:32]3[CH2:37][CH2:36][C@H:35]([CH3:38])[CH2:34][CH2:33]3)=[O:31])[C@H:17]3[CH2:22][CH2:21][C@H:20]([O:23]C4CCCCO4)[CH2:19][CH2:18]3)[CH:9]=2)=[CH:3]1, predict the reaction product. The product is: [OH:1][CH:2]1[CH2:7][CH2:6][CH2:5][C:4]([C:8]2[S:12][C:11]([C:13]([OH:15])=[O:14])=[C:10]([N:16]([C@H:17]3[CH2:18][CH2:19][C@H:20]([OH:23])[CH2:21][CH2:22]3)[C:30]([C@H:32]3[CH2:37][CH2:36][C@H:35]([CH3:38])[CH2:34][CH2:33]3)=[O:31])[CH:9]=2)=[CH:3]1. (2) The product is: [Si:1]([O:8][C@@H:9]1[CH:14]=[C:13]([C:15]2[CH:20]=[CH:19][N:18]=[CH:17][C:16]=2[N+:21]([O-:23])=[O:22])[CH2:12][C@H:11]([CH3:24])[C@@:10]1([C:25]#[CH:28])[OH:27])([C:4]([CH3:6])([CH3:5])[CH3:7])([CH3:3])[CH3:2]. Given the reactants [Si:1]([O:8][C@@H:9]1[CH:14]=[C:13]([C:15]2[CH:20]=[CH:19][N:18]=[CH:17][C:16]=2[N+:21]([O-:23])=[O:22])[CH2:12][C@H:11]([CH3:24])[C@:10]1([OH:27])[CH:25]=O)([C:4]([CH3:7])([CH3:6])[CH3:5])([CH3:3])[CH3:2].[C:28](=O)([O-])[O-].[K+].[K+], predict the reaction product.